From a dataset of Reaction yield outcomes from USPTO patents with 853,638 reactions. Predict the reaction yield, written as a fraction of the theoretical maximum amount of product (1.0 means a 100% yield; for example, 0.34 means a 34% yield). (1) The reactants are Cl[CH:2]([C:32]1[CH:37]=[CH:36][C:35]([O:38][CH2:39][CH2:40][CH2:41][CH2:42][CH2:43][CH2:44][CH2:45][CH2:46][CH2:47][CH2:48][CH2:49][CH2:50][CH2:51][CH2:52][CH2:53][CH2:54][CH2:55][CH2:56][CH2:57][CH2:58][CH2:59][CH3:60])=[CH:34][CH:33]=1)[C:3]1[CH:8]=[CH:7][C:6]([O:9][CH2:10][CH2:11][CH2:12][CH2:13][CH2:14][CH2:15][CH2:16][CH2:17][CH2:18][CH2:19][CH2:20][CH2:21][CH2:22][CH2:23][CH2:24][CH2:25][CH2:26][CH2:27][CH2:28][CH2:29][CH2:30][CH3:31])=[CH:5][CH:4]=1.[CH2:61]([NH2:68])[C:62]1[CH:67]=[CH:66][CH:65]=[CH:64][CH:63]=1.C(N(C(C)C)C(C)C)C. The catalyst is C(Cl)(Cl)Cl. The product is [CH2:61]([NH:68][CH:2]([C:32]1[CH:37]=[CH:36][C:35]([O:38][CH2:39][CH2:40][CH2:41][CH2:42][CH2:43][CH2:44][CH2:45][CH2:46][CH2:47][CH2:48][CH2:49][CH2:50][CH2:51][CH2:52][CH2:53][CH2:54][CH2:55][CH2:56][CH2:57][CH2:58][CH2:59][CH3:60])=[CH:34][CH:33]=1)[C:3]1[CH:8]=[CH:7][C:6]([O:9][CH2:10][CH2:11][CH2:12][CH2:13][CH2:14][CH2:15][CH2:16][CH2:17][CH2:18][CH2:19][CH2:20][CH2:21][CH2:22][CH2:23][CH2:24][CH2:25][CH2:26][CH2:27][CH2:28][CH2:29][CH2:30][CH3:31])=[CH:5][CH:4]=1)[C:62]1[CH:67]=[CH:66][CH:65]=[CH:64][CH:63]=1. The yield is 0.870. (2) The reactants are [CH3:1][NH:2][CH2:3][C@H:4]1[CH2:9][CH2:8][C@H:7]([CH2:10][OH:11])[CH2:6][CH2:5]1.[CH2:12]([O:19][C:20]([O:22]N1C(=O)CCC1=O)=O)[C:13]1[CH:18]=[CH:17][CH:16]=[CH:15][CH:14]=1. The catalyst is CO. The product is [CH2:12]([O:19][C:20](=[O:22])[N:2]([CH2:3][C@H:4]1[CH2:9][CH2:8][C@H:7]([CH2:10][OH:11])[CH2:6][CH2:5]1)[CH3:1])[C:13]1[CH:14]=[CH:15][CH:16]=[CH:17][CH:18]=1. The yield is 0.429. (3) The catalyst is C(OC(=O)C)(=O)C. The product is [O:20]=[C:18]1[CH2:13][C@@H:11]2[CH2:12][N:8]([C:6]([O:5][C:1]([CH3:2])([CH3:3])[CH3:4])=[O:7])[CH2:9][C@@H:10]2[CH2:17]1. The reactants are [C:1]([O:5][C:6]([N:8]1[CH2:12][C@H:11]([CH2:13]C(O)=O)[C@H:10]([CH2:17][C:18]([OH:20])=O)[CH2:9]1)=[O:7])([CH3:4])([CH3:3])[CH3:2].C([O-])(=O)C.[Na+]. The yield is 0.400.